This data is from Peptide-MHC class I binding affinity with 185,985 pairs from IEDB/IMGT. The task is: Regression. Given a peptide amino acid sequence and an MHC pseudo amino acid sequence, predict their binding affinity value. This is MHC class I binding data. (1) The MHC is H-2-Kb with pseudo-sequence H-2-Kb. The binding affinity (normalized) is 0.0403. The peptide sequence is PSHISSLIDM. (2) The peptide sequence is LLDDGWAGE. The MHC is HLA-B57:01 with pseudo-sequence HLA-B57:01. The binding affinity (normalized) is 0.0847.